Task: Predict the product of the given reaction.. Dataset: Forward reaction prediction with 1.9M reactions from USPTO patents (1976-2016) (1) Given the reactants FC(F)(F)S(O[C:7]1[CH:12]=[CH:11][C:10]([CH:13]2[CH2:18][CH2:17][CH:16]([CH2:19][C:20]([O:22][CH2:23][CH3:24])=[O:21])[CH2:15][CH2:14]2)=[CH:9][CH:8]=1)(=O)=O.[O:27]1[CH2:32]COCC1.C(N(C(C)C)CC)(C)C.[OH2:42], predict the reaction product. The product is: [CH2:23]([O:22][C:20]([CH2:19][CH:16]1[CH2:17][CH2:18][CH:13]([C:10]2[CH:11]=[CH:12][C:7]([C:32]([OH:27])=[O:42])=[CH:8][CH:9]=2)[CH2:14][CH2:15]1)=[O:21])[CH3:24]. (2) Given the reactants [F:1][C:2]([F:14])([F:13])[C:3]1([C:10]([OH:12])=[O:11])[CH2:8][CH:7]2[CH2:9][CH:4]1[CH:5]=[CH:6]2.C(=O)([O-])O.[Na+:19].O, predict the reaction product. The product is: [F:1][C:2]([F:13])([F:14])[C:3]1([C:10]([O-:12])=[O:11])[CH2:8][CH:7]2[CH2:9][CH:4]1[CH:5]=[CH:6]2.[Na+:19]. (3) Given the reactants [F:1][C:2]1[CH:3]=[C:4]([C@H:13]([NH:18][C:19]([C:21]2[C:25]3=[N:26][C:27]([CH3:31])=[CH:28][C:29](=[O:30])[N:24]3[N:23]([CH3:32])[CH:22]=2)=[O:20])[C:14]([OH:17])([CH3:16])[CH3:15])[CH:5]=[CH:6][C:7]=1[O:8][C:9]([F:12])([F:11])[F:10].[Cl:33]N1C(=O)CCC1=O, predict the reaction product. The product is: [Cl:33][C:28]1[C:29](=[O:30])[N:24]2[N:23]([CH3:32])[CH:22]=[C:21]([C:19]([NH:18][C@@H:13]([C:4]3[CH:5]=[CH:6][C:7]([O:8][C:9]([F:10])([F:11])[F:12])=[C:2]([F:1])[CH:3]=3)[C:14]([OH:17])([CH3:15])[CH3:16])=[O:20])[C:25]2=[N:26][C:27]=1[CH3:31]. (4) The product is: [Cl:1][C:2]1[CH:7]=[C:6]([F:8])[CH:5]=[CH:4][C:3]=1[NH:9][C:10]1[N:15]2[N:16]=[CH:17][C:18]([C:19]([NH:41][S:38]([CH2:36][CH3:37])(=[O:40])=[O:39])=[O:20])=[C:14]2[N:13]=[CH:12][C:11]=1[C:22]([N:24]1[CH2:25][CH2:26][CH:27]([C:30]2[CH:35]=[CH:34][CH:33]=[CH:32][CH:31]=2)[CH2:28][CH2:29]1)=[O:23]. Given the reactants [Cl:1][C:2]1[CH:7]=[C:6]([F:8])[CH:5]=[CH:4][C:3]=1[NH:9][C:10]1[N:15]2[N:16]=[CH:17][C:18]([C:19](O)=[O:20])=[C:14]2[N:13]=[CH:12][C:11]=1[C:22]([N:24]1[CH2:29][CH2:28][CH:27]([C:30]2[CH:35]=[CH:34][CH:33]=[CH:32][CH:31]=2)[CH2:26][CH2:25]1)=[O:23].[CH2:36]([S:38]([NH2:41])(=[O:40])=[O:39])[CH3:37], predict the reaction product. (5) Given the reactants C([Li])CCC.[Cl:6][C:7]1[C:16]2[C:11](=[CH:12][CH:13]=[C:14](I)[CH:15]=2)[N:10]=[C:9]([O:18][CH3:19])[C:8]=1[CH2:20][CH:21]1[CH2:23][CH2:22]1.[C:24]([CH:32]1[CH2:37][CH2:36][N:35]([C:38](=[O:40])[CH3:39])[CH2:34][CH2:33]1)(=[O:31])[C:25]1[CH:30]=[CH:29][CH:28]=[CH:27][CH:26]=1, predict the reaction product. The product is: [Cl:6][C:7]1[C:16]2[C:11](=[CH:12][CH:13]=[C:14]([C:24]([OH:31])([C:25]3[CH:30]=[CH:29][CH:28]=[CH:27][CH:26]=3)[CH:32]3[CH2:37][CH2:36][N:35]([C:38](=[O:40])[CH3:39])[CH2:34][CH2:33]3)[CH:15]=2)[N:10]=[C:9]([O:18][CH3:19])[C:8]=1[CH2:20][CH:21]1[CH2:23][CH2:22]1. (6) Given the reactants [C@H:1]1([C:12]2[S:16][C:15]([NH2:17])=[N:14][N:13]=2)[CH2:5][CH2:4][C@H:3]([C:6]2[S:10][C:9]([NH2:11])=[N:8][N:7]=2)[CH2:2]1.[C:18]([OH:21])(=O)[CH3:19].[CH3:22]N(C(ON1N=NC2C=CC=NC1=2)=[N+](C)C)C.F[P-](F)(F)(F)(F)F.C(N(C(C)C)C(C)C)C, predict the reaction product. The product is: [NH2:11][C:9]1[S:10][C:6]([C@H:3]2[CH2:22][CH2:4][CH2:5][C@H:1]([C:12]3[S:16][C:15]([NH:17][C:18](=[O:21])[CH3:19])=[N:14][N:13]=3)[CH2:2]2)=[N:7][N:8]=1.